Dataset: Reaction yield outcomes from USPTO patents with 853,638 reactions. Task: Predict the reaction yield, written as a fraction of the theoretical maximum amount of product (1.0 means a 100% yield; for example, 0.34 means a 34% yield). (1) The reactants are [CH2:1]1[CH2:11]CN2C(=NCCC2)C[CH2:2]1.[OH:12][CH:13]([C:19]1[CH:24]=[CH:23][C:22]([N:25]2[C:29](=[O:30])[CH2:28][CH2:27][C@@H:26]2[CH2:31][CH2:32][CH2:33][C:34]2[S:38][C:37]([C:39]([OH:41])=[O:40])=[CH:36][CH:35]=2)=[CH:21][CH:20]=1)[CH2:14][CH2:15][CH2:16][CH2:17][CH3:18].IC(C)C. The catalyst is CC(C)=O. The product is [CH:1]([O:40][C:39]([C:37]1[S:38][C:34]([CH2:33][CH2:32][CH2:31][C@H:26]2[CH2:27][CH2:28][C:29](=[O:30])[N:25]2[C:22]2[CH:21]=[CH:20][C:19]([CH:13]([OH:12])[CH2:14][CH2:15][CH2:16][CH2:17][CH3:18])=[CH:24][CH:23]=2)=[CH:35][CH:36]=1)=[O:41])([CH3:11])[CH3:2]. The yield is 0.530. (2) The catalyst is O.O1CCCC1. The yield is 0.890. The reactants are C[O:2][C:3](=[O:36])[CH2:4][C@H:5]1[C:9]2[CH:10]=[CH:11][C:12]([O:14][CH2:15][C:16]3[CH:17]=[C:18]([C:22]4[C:27]([CH3:28])=[CH:26][C:25]([O:29][CH2:30][CH2:31][S:32][CH2:33][CH3:34])=[CH:24][C:23]=4[CH3:35])[CH:19]=[CH:20][CH:21]=3)=[CH:13][C:8]=2[O:7][CH2:6]1.CO.[OH-].[Na+].Cl. The product is [CH2:33]([S:32][CH2:31][CH2:30][O:29][C:25]1[CH:24]=[C:23]([CH3:35])[C:22]([C:18]2[CH:19]=[CH:20][CH:21]=[C:16]([CH2:15][O:14][C:12]3[CH:11]=[CH:10][C:9]4[C@H:5]([CH2:4][C:3]([OH:36])=[O:2])[CH2:6][O:7][C:8]=4[CH:13]=3)[CH:17]=2)=[C:27]([CH3:28])[CH:26]=1)[CH3:34]. (3) The yield is 0.860. The catalyst is CO. The product is [CH3:29][O:30][C:31]1[N:36]=[C:35](/[CH:37]=[CH:38]/[C:39]2[N:16]=[C:12]3[CH:11]([C:17]4[CH:22]=[CH:21][CH:20]=[CH:19][C:18]=4[C:23]([F:24])([F:25])[F:26])[CH2:10][CH2:9][CH2:8][N:42]3[N:41]=2)[CH:34]=[CH:33][C:32]=1[N:43]1[CH:47]=[C:46]([CH3:48])[N:45]=[CH:44]1. The reactants are N1C=CN=C1.Cl.Cl[CH2:8][CH2:9][CH2:10][CH:11]([C:17]1[CH:22]=[CH:21][CH:20]=[CH:19][C:18]=1[C:23]([F:26])([F:25])[F:24])[C:12](=[NH:16])OCC.Cl.Cl.[CH3:29][O:30][C:31]1[N:36]=[C:35](/[CH:37]=[CH:38]/[C:39]([NH:41][NH2:42])=O)[CH:34]=[CH:33][C:32]=1[N:43]1[CH:47]=[C:46]([CH3:48])[N:45]=[CH:44]1.Cl. (4) The reactants are [CH3:1][O:2][C:3]1[CH:4]=[C:5]2[C:10](=[CH:11][CH:12]=1)[CH2:9][C:8](=O)[CH2:7][CH2:6]2.[CH2:14]([NH2:16])[CH3:15].C1COCC1.C(O)(=O)C.C(O[BH-](OC(=O)C)OC(=O)C)(=O)C.[Na+].[OH-].[Na+].[F:42][C:43]([F:59])([F:58])[O:44][C:45]1[CH:50]=[CH:49][C:48]([O:51][C:52](=O)[O:53]C(Cl)C)=[CH:47][CH:46]=1. The catalyst is C(Cl)Cl.C1(C)C=CC=CC=1.CCOCC. The product is [F:42][C:43]([F:58])([F:59])[O:44][C:45]1[CH:46]=[CH:47][C:48]([O:51][C:52](=[O:53])[N:16]([CH2:14][CH3:15])[CH:8]2[CH2:7][CH2:6][C:5]3[C:10](=[CH:11][CH:12]=[C:3]([O:2][CH3:1])[CH:4]=3)[CH2:9]2)=[CH:49][CH:50]=1. The yield is 0.480. (5) The reactants are [Br:1][C:2]1[C:7]([CH3:8])=[CH:6][C:5]([NH2:9])=[CH:4][C:3]=1[CH3:10].[F:11][CH2:12][CH2:13]OS(C1C=CC(C)=CC=1)(=O)=O.N1C(C)=CC=CC=1C. The catalyst is CC(N(C)C)=O. The product is [Br:1][C:2]1[C:7]([CH3:8])=[CH:6][C:5]([NH:9][CH2:13][CH2:12][F:11])=[CH:4][C:3]=1[CH3:10]. The yield is 0.530. (6) The reactants are [CH3:1][O:2][C:3]1[C:17]([O:18][CH3:19])=[CH:16][CH:15]=[CH:14][C:4]=1[CH2:5][NH:6][CH2:7][CH2:8][CH2:9][CH2:10][CH2:11][CH2:12][CH3:13].[OH:20][C:21]1[CH:26]=[CH:25][C:24]([CH2:27][CH2:28][C:29]([OH:31])=O)=[CH:23][CH:22]=1.F[B-](F)(F)F.N1(OC(N(C)C)=[N+](C)C)C2C=CC=CC=2N=N1.C(N(C(C)C)CC)(C)C. The catalyst is CCOC(C)=O. The product is [CH3:1][O:2][C:3]1[C:17]([O:18][CH3:19])=[CH:16][CH:15]=[CH:14][C:4]=1[CH2:5][N:6]([CH2:7][CH2:8][CH2:9][CH2:10][CH2:11][CH2:12][CH3:13])[C:29](=[O:31])[CH2:28][CH2:27][C:24]1[CH:23]=[CH:22][C:21]([OH:20])=[CH:26][CH:25]=1. The yield is 0.700. (7) The reactants are C[O:2][C:3](=[O:15])[CH2:4][CH2:5][C:6]([C:8]1[CH:13]=[CH:12][CH:11]=[C:10]([F:14])[CH:9]=1)=O.O.NN.[OH-].[K+].Cl. The catalyst is C(O)CO.O.CCOCC. The product is [F:14][C:10]1[CH:9]=[C:8]([CH2:6][CH2:5][CH2:4][C:3]([OH:15])=[O:2])[CH:13]=[CH:12][CH:11]=1. The yield is 0.753. (8) The reactants are CCN(C(C)C)C(C)C.Cl[C:11]1[C:12]2[S:29][C:28]([NH2:30])=[N:27][C:13]=2[N:14]=[C:15]([S:17][C@H:18]([C:20]2[CH:25]=[CH:24][CH:23]=[CH:22][C:21]=2[F:26])[CH3:19])[N:16]=1.[NH2:31][C@H:32]([CH2:35][C:36]([F:39])([CH3:38])[CH3:37])[CH2:33][OH:34].O. The catalyst is CN1C(=O)CCC1. The product is [NH2:30][C:28]1[S:29][C:12]2[C:11]([NH:31][C@H:32]([CH2:35][C:36]([F:39])([CH3:38])[CH3:37])[CH2:33][OH:34])=[N:16][C:15]([S:17][C@H:18]([C:20]3[CH:25]=[CH:24][CH:23]=[CH:22][C:21]=3[F:26])[CH3:19])=[N:14][C:13]=2[N:27]=1. The yield is 0.130. (9) The reactants are [O:1]1[C:5]2[CH:6]=[CH:7][C:8]([CH2:10]P(Br)(C3C=CC=CC=3)(C3C=CC=CC=3)C3C=CC=CC=3)=[CH:9][C:4]=2[O:3][CH2:2]1.CC(C)([O-])C.[K+].[C:37]([N:44]1[CH2:49][CH2:48][C:47](=O)[CH2:46][CH2:45]1)([O:39][C:40]([CH3:43])([CH3:42])[CH3:41])=[O:38]. The catalyst is C1COCC1. The product is [O:1]1[C:5]2[CH:6]=[CH:7][C:8]([CH:10]=[C:47]3[CH2:48][CH2:49][N:44]([C:37]([O:39][C:40]([CH3:43])([CH3:42])[CH3:41])=[O:38])[CH2:45][CH2:46]3)=[CH:9][C:4]=2[O:3][CH2:2]1. The yield is 0.580.